This data is from Forward reaction prediction with 1.9M reactions from USPTO patents (1976-2016). The task is: Predict the product of the given reaction. (1) Given the reactants [NH2:1][C:2]1[CH:3]=[C:4](/[CH:24]=[C:25]2/[C:26]([NH:31][CH3:32])=[N:27][C:28](=[O:30])[S:29]/2)[CH:5]=[CH:6][C:7]=1[O:8][CH2:9][C:10]1[CH:15]=[CH:14][C:13]([C:16]([F:19])([F:18])[F:17])=[CH:12][C:11]=1[C:20]([F:23])([F:22])[F:21].[C:33](OC(=O)C)(=[O:35])[CH3:34], predict the reaction product. The product is: [F:23][C:20]([F:21])([F:22])[C:11]1[CH:12]=[C:13]([C:16]([F:17])([F:18])[F:19])[CH:14]=[CH:15][C:10]=1[CH2:9][O:8][C:7]1[CH:6]=[CH:5][C:4](/[CH:24]=[C:25]2/[C:26]([NH:31][CH3:32])=[N:27][C:28](=[O:30])[S:29]/2)=[CH:3][C:2]=1[NH:1][C:33](=[O:35])[CH3:34]. (2) Given the reactants [CH3:1][C@@:2]1([CH2:13][N:14]2[CH2:19][CH2:18][N:17]([C:20](OC(C)(C)C)=[O:21])[CH2:16][CH2:15]2)[O:6][C:5]2=[N:7][C:8]([N+:10]([O-:12])=[O:11])=[CH:9][N:4]2[CH2:3]1.FC(F)(F)C(O)=O.C(N(CC)CC)C.[Cl:41][CH2:42]C(Cl)=O, predict the reaction product. The product is: [Cl:41][CH2:42][C:20]([N:17]1[CH2:16][CH2:15][N:14]([CH2:13][C@:2]2([CH3:1])[O:6][C:5]3=[N:7][C:8]([N+:10]([O-:12])=[O:11])=[CH:9][N:4]3[CH2:3]2)[CH2:19][CH2:18]1)=[O:21]. (3) Given the reactants [Cl:1][C:2]1[CH:20]=[CH:19][C:5]([CH:6]([O:14][CH:15]2[CH2:18][NH:17][CH2:16]2)[C:7]2[CH:12]=[CH:11][C:10]([Cl:13])=[CH:9][CH:8]=2)=[CH:4][CH:3]=1.[N-:21]=[C:22]=[O:23].[Cl:24][C:25]1[CH:50]=[C:49]([Cl:51])[CH:48]=[CH:47][C:26]=1[CH:27](OC1CN(C(NC(C)(C)C)=O)C1)C1C=CC(Cl)=CC=1, predict the reaction product. The product is: [Cl:1][C:2]1[CH:20]=[CH:19][C:5]([CH:6]([O:14][CH:15]2[CH2:18][N:17]([C:22]([NH:21][CH2:27][C:26]3[CH:47]=[CH:48][C:49]([Cl:51])=[CH:50][C:25]=3[Cl:24])=[O:23])[CH2:16]2)[C:7]2[CH:8]=[CH:9][C:10]([Cl:13])=[CH:11][CH:12]=2)=[CH:4][CH:3]=1.